This data is from Full USPTO retrosynthesis dataset with 1.9M reactions from patents (1976-2016). The task is: Predict the reactants needed to synthesize the given product. (1) Given the product [N:26]([C@@H:6]1[CH2:10][C@@H:9]([CH2:11][OH:12])[C@@H:8]([O:13][Si:14]([C:17]([CH3:20])([CH3:19])[CH3:18])([CH3:16])[CH3:15])[CH2:7]1)=[N+:27]=[N-:28], predict the reactants needed to synthesize it. The reactants are: CS(O[C@H:6]1[CH2:10][C@@H:9]([CH2:11][OH:12])[C@@H:8]([O:13][Si:14]([C:17]([CH3:20])([CH3:19])[CH3:18])([CH3:16])[CH3:15])[CH2:7]1)(=O)=O.CN(C)C=O.[N-:26]=[N+:27]=[N-:28].[Na+]. (2) Given the product [F:11][C:10]([F:13])([F:12])[CH:9]([C:1]1[CH:2]=[C:3]([CH3:8])[CH:4]=[CH:5][C:6]=1[OH:7])[OH:14], predict the reactants needed to synthesize it. The reactants are: [CH:1]1[C:6]([OH:7])=[CH:5][CH:4]=[C:3]([CH3:8])[CH:2]=1.[CH:9](O)([OH:14])[C:10]([F:13])([F:12])[F:11].